Dataset: Catalyst prediction with 721,799 reactions and 888 catalyst types from USPTO. Task: Predict which catalyst facilitates the given reaction. (1) Reactant: [Cl-].O[NH3+:3].[C:4](=[O:7])([O-])[OH:5].[Na+].CS(C)=O.[CH2:13]([C:17]1[N:18]=[C:19]([CH3:46])[N:20]([CH2:39][C:40]2[S:41][C:42]([Cl:45])=[CH:43][CH:44]=2)[C:21](=[O:38])[C:22]=1[CH2:23][C:24]1[CH:29]=[CH:28][C:27]([C:30]2[C:31]([C:36]#[N:37])=[CH:32][CH:33]=[CH:34][CH:35]=2)=[CH:26][CH:25]=1)[CH2:14][CH2:15][CH3:16]. The catalyst class is: 13. Product: [CH2:13]([C:17]1[N:18]=[C:19]([CH3:46])[N:20]([CH2:39][C:40]2[S:41][C:42]([Cl:45])=[CH:43][CH:44]=2)[C:21](=[O:38])[C:22]=1[CH2:23][C:24]1[CH:25]=[CH:26][C:27]([C:30]2[CH:35]=[CH:34][CH:33]=[CH:32][C:31]=2[C:36]2[NH:3][C:4](=[O:7])[O:5][N:37]=2)=[CH:28][CH:29]=1)[CH2:14][CH2:15][CH3:16]. (2) Reactant: [Cl:1][C:2]1[CH:3]=[CH:4][C:5](=[O:8])[NH:6][N:7]=1.[CH3:9][O:10][C:11](=[O:20])[C:12]1[CH:17]=[CH:16][CH:15]=[C:14]([CH2:18]Br)[CH:13]=1.CCN(C(C)C)C(C)C. Product: [CH3:9][O:10][C:11](=[O:20])[C:12]1[CH:17]=[CH:16][CH:15]=[C:14]([CH2:18][N:6]2[C:5](=[O:8])[CH:4]=[CH:3][C:2]([Cl:1])=[N:7]2)[CH:13]=1. The catalyst class is: 23. (3) Reactant: C(NC(C)C)(C)C.[F:8][C:9]1[CH:14]=[CH:13][CH:12]=[C:11]([I:15])[CH:10]=1.[Li+].CC([N-]C(C)C)C.CN([CH:27]=[O:28])C. Product: [F:8][C:9]1[CH:14]=[CH:13][CH:12]=[C:11]([I:15])[C:10]=1[CH:27]=[O:28]. The catalyst class is: 1. (4) Reactant: [I:1][C:2]1[CH:3]=[CH:4][C:5]2[N:6]([C:8]([S:11][C:12]3[CH:18]=[CH:17][C:15]([NH2:16])=[CH:14][CH:13]=3)=[N:9][N:10]=2)[CH:7]=1.[S-:19][C:20]#[N:21].[K+].BrBr. Product: [I:1][C:2]1[CH:3]=[CH:4][C:5]2[N:6]([C:8]([S:11][C:12]3[CH:18]=[CH:17][C:15]4[N:16]=[C:20]([NH2:21])[S:19][C:14]=4[CH:13]=3)=[N:9][N:10]=2)[CH:7]=1. The catalyst class is: 15. (5) Reactant: [Br:1][C:2]1[CH:3]=[C:4](/[CH:10]=[CH:11]/[C:12]([OH:14])=O)[CH:5]=[CH:6][C:7]=1[O:8][CH3:9].C(N(CC)CC)C.ClC(OCC)=O.[N-:28]=[N+:29]=[N-:30].[Na+]. Product: [Br:1][C:2]1[CH:3]=[C:4](/[CH:10]=[CH:11]/[C:12]([N:28]=[N+:29]=[N-:30])=[O:14])[CH:5]=[CH:6][C:7]=1[O:8][CH3:9]. The catalyst class is: 95. (6) Reactant: Cl.[NH2:2][C@H:3]([C:9]([OH:11])=O)[CH2:4][CH2:5][CH2:6][CH2:7][NH2:8].[OH-].[Na+]. Product: [NH2:2][CH:3]1[CH2:4][CH2:5][CH2:6][CH2:7][NH:8][C:9]1=[O:11]. The catalyst class is: 8. (7) Reactant: [C:1]([O:5][C:6](=[O:14])[NH:7][CH:8]1[CH2:13][CH2:12][NH:11][CH2:10][CH2:9]1)([CH3:4])([CH3:3])[CH3:2].[Cl:15][C:16]1[CH:17]=[N:18][C:19](Cl)=[C:20]([C:22]([F:25])([F:24])[F:23])[CH:21]=1.C(=O)([O-])[O-].[K+].[K+]. Product: [C:1]([O:5][C:6](=[O:14])[NH:7][CH:8]1[CH2:13][CH2:12][N:11]([C:17]2[C:16]([Cl:15])=[CH:21][C:20]([C:22]([F:25])([F:23])[F:24])=[CH:19][N:18]=2)[CH2:10][CH2:9]1)([CH3:4])([CH3:2])[CH3:3]. The catalyst class is: 6.